Predict the reaction yield, written as a fraction of the theoretical maximum amount of product (1.0 means a 100% yield; for example, 0.34 means a 34% yield). From a dataset of Reaction yield outcomes from USPTO patents with 853,638 reactions. (1) The catalyst is OS(O)(=O)=O. The reactants are [CH2:1]([C:3]1[CH:4]=[C:5]2[C:9](=[CH:10][CH:11]=1)[NH:8][CH2:7][CH2:6]2)[CH3:2].[N+:12]([O-])([O-:14])=[O:13].[K+].[OH-].[Na+]. The yield is 0.580. The product is [CH2:1]([C:3]1[CH:4]=[C:5]2[C:9](=[CH:10][C:11]=1[N+:12]([O-:14])=[O:13])[NH:8][CH2:7][CH2:6]2)[CH3:2]. (2) The reactants are [CH3:1][N:2]1[CH:6]=[C:5]([C:7]2[CH:8]=[C:9]3[C:13](=[CH:14][CH:15]=2)[NH:12][CH2:11][C:10]23[CH2:18][CH2:17][CH2:16]2)[CH:4]=[N:3]1.Br[C:20]1[C:24]2[CH2:25][N:26]([C:29](=[O:31])[CH3:30])[CH2:27][CH2:28][C:23]=2[N:22]([CH:32]2[CH2:36][CH2:35][O:34][CH2:33]2)[N:21]=1.C(O[Na])(C)(C)C.COC(C)(C)C.C1(P(C2CCCCC2)C2C=CC=CC=2C2C(OC(C)C)=CC=CC=2OC(C)C)CCCCC1. The catalyst is O1CCOCC1.O. The product is [CH3:1][N:2]1[CH:6]=[C:5]([C:7]2[CH:8]=[C:9]3[C:13](=[CH:14][CH:15]=2)[N:12]([C:20]2[C:24]4[CH2:25][N:26]([C:29](=[O:31])[CH3:30])[CH2:27][CH2:28][C:23]=4[N:22]([CH:32]4[CH2:36][CH2:35][O:34][CH2:33]4)[N:21]=2)[CH2:11][C:10]23[CH2:16][CH2:17][CH2:18]2)[CH:4]=[N:3]1. The yield is 0.0600. (3) The reactants are [I-].C[P+](C1C=CC=CC=1)(C1C=CC=CC=1)C1C=CC=CC=1.[CH2:22]([Li])[CH2:23][CH2:24][CH3:25].[CH3:27][C:28]1[O:32][C:31]([C:33]2[CH:38]=[CH:37][CH:36]=[CH:35][CH:34]=2)=[N:30][C:29]=1CCC=O. The catalyst is O1CCCC1. The product is [CH2:22]([C:29]1[N:30]=[C:31]([C:33]2[CH:34]=[CH:35][CH:36]=[CH:37][CH:38]=2)[O:32][C:28]=1[CH3:27])[CH2:23][CH:24]=[CH2:25]. The yield is 0.620. (4) The reactants are O[CH:2]([CH2:8][CH2:9][CH2:10][CH3:11])[C:3]([O:5]CC)=[O:4].[CH3:12][O:13][C:14]1[CH:19]=[CH:18][C:17]([OH:20])=[CH:16][CH:15]=1.[NH2:21][C:22]1[S:23][CH:24]=[CH:25][N:26]=1. The catalyst is C1COCC1. The product is [CH3:12][O:13][C:14]1[CH:19]=[CH:18][C:17]([O:20][CH:2]([CH2:8][CH2:9][CH2:10][CH3:11])[C:3]([OH:5])=[O:4])=[CH:16][CH:15]=1.[CH3:12][O:13][C:14]1[CH:19]=[CH:18][C:17]([O:20][CH:2]([CH2:8][CH2:9][CH2:10][CH3:11])[C:3]([NH:21][C:22]2[S:23][CH:24]=[CH:25][N:26]=2)=[O:5])=[CH:16][CH:15]=1. The yield is 0.480. (5) The reactants are O[Li].O.O.C([O:9][C:10]([C:12]1([CH2:17][CH2:18][CH2:19][CH2:20][CH2:21][C:22](=[O:40])[CH2:23][CH2:24][CH2:25][CH2:26][CH2:27][C:28]2([C:33]([O:35]CCCC)=[O:34])[CH2:32][CH2:31][CH2:30][CH2:29]2)[CH2:16][CH2:15][CH2:14][CH2:13]1)=[O:11])CCC. The catalyst is CCO. The product is [C:33]([C:28]1([CH2:27][CH2:26][CH2:25][CH2:24][CH2:23][C:22](=[O:40])[CH2:21][CH2:20][CH2:19][CH2:18][CH2:17][C:12]2([C:10]([OH:11])=[O:9])[CH2:16][CH2:15][CH2:14][CH2:13]2)[CH2:29][CH2:30][CH2:31][CH2:32]1)([OH:35])=[O:34]. The yield is 0.830. (6) The reactants are Br[C:2]1[CH:3]=[C:4]([C:19]([OH:21])=[O:20])[CH:5]=[C:6]2[C:11]=1[O:10][C:9]([N:12]1[CH2:17][CH2:16][O:15][CH2:14][CH2:13]1)=[CH:8][C:7]2=[O:18].C([Sn](CCCC)(CCCC)[C:27]([O:29]CC)=[CH2:28])CCC. The catalyst is O1CCOCC1.[Pd](Cl)Cl.C1(P(C2C=CC=CC=2)C2C=CC=CC=2)C=CC=CC=1.C1(P(C2C=CC=CC=2)C2C=CC=CC=2)C=CC=CC=1. The product is [C:27]([C:2]1[CH:3]=[C:4]([C:19]([OH:21])=[O:20])[CH:5]=[C:6]2[C:11]=1[O:10][C:9]([N:12]1[CH2:17][CH2:16][O:15][CH2:14][CH2:13]1)=[CH:8][C:7]2=[O:18])(=[O:29])[CH3:28]. The yield is 1.04. (7) The reactants are [N+:1]([C:4]1[CH:19]=[CH:18][C:7]2[N:8]=[C:9]([C:11]3[CH:16]=[CH:15][C:14]([CH3:17])=[CH:13][CH:12]=3)[O:10][C:6]=2[CH:5]=1)([O-])=O.[Cl-].[NH4+]. The catalyst is C(O)C.O.[Fe]. The product is [C:14]1([CH3:17])[CH:13]=[CH:12][C:11]([C:9]2[O:10][C:6]3[CH:5]=[C:4]([NH2:1])[CH:19]=[CH:18][C:7]=3[N:8]=2)=[CH:16][CH:15]=1. The yield is 0.0400.